This data is from Catalyst prediction with 721,799 reactions and 888 catalyst types from USPTO. The task is: Predict which catalyst facilitates the given reaction. (1) Reactant: [Br:1][C:2]1[C:7]([F:8])=[CH:6][CH:5]=[CH:4][C:3]=1F.[C:10]1([OH:16])[CH:15]=[CH:14][CH:13]=[CH:12][CH:11]=1.C(=O)([O-])[O-].[K+].[K+]. Product: [Br:1][C:2]1[C:3]([O:16][C:10]2[CH:15]=[CH:14][CH:13]=[CH:12][CH:11]=2)=[CH:4][CH:5]=[CH:6][C:7]=1[F:8]. The catalyst class is: 60. (2) Reactant: [C:1]([NH:5][C:6]([C:8]1[C:9]([F:28])=[C:10]([CH:25]=[CH:26][CH:27]=1)[CH2:11][N:12]1[CH2:17][CH2:16][N:15](C(OC(C)(C)C)=O)[CH2:14][CH2:13]1)=[O:7])([CH3:4])([CH3:3])[CH3:2].FC(F)(F)C(O)=O. Product: [C:1]([NH:5][C:6](=[O:7])[C:8]1[CH:27]=[CH:26][CH:25]=[C:10]([CH2:11][N:12]2[CH2:13][CH2:14][NH:15][CH2:16][CH2:17]2)[C:9]=1[F:28])([CH3:4])([CH3:2])[CH3:3]. The catalyst class is: 4. (3) Reactant: [NH2:1][C:2]1[C:9]([N+:10]([O-])=O)=[CH:8][CH:7]=[C:6]([Cl:13])[C:3]=1[C:4]#[N:5]. Product: [NH2:1][C:2]1[C:9]([NH2:10])=[CH:8][CH:7]=[C:6]([Cl:13])[C:3]=1[C:4]#[N:5]. The catalyst class is: 285. (4) Reactant: [N:1]1[CH:6]=[CH:5][CH:4]=[CH:3][C:2]=1[C:7]1[CH:16]=[CH:15][C:14]2[C:9](=[CH:10][CH:11]=[CH:12][CH:13]=2)[N:8]=1.C(C1CC(C(OCC)=O)=C(C)NC=1C)(OCC)=O.P(O)(OC1C=CC=CC=1)(OC1C=CC=CC=1)=O.C1(C2C=CC3C(=CC=CC=3)N=2)C=CC=CC=1. Product: [N:1]1[CH:6]=[CH:5][CH:4]=[CH:3][C:2]=1[CH:7]1[CH2:16][CH2:15][C:14]2[C:9](=[CH:10][CH:11]=[CH:12][CH:13]=2)[NH:8]1. The catalyst class is: 48. (5) Reactant: [F:1][C:2]1[CH:3]=[C:4]([CH:13]=[CH:14][CH:15]=1)[O:5][C:6]1[O:10][C:9]([CH:11]=[O:12])=[CH:8][CH:7]=1.[BH4-].[Na+].O.C(OCC)(=O)C. Product: [F:1][C:2]1[CH:3]=[C:4]([CH:13]=[CH:14][CH:15]=1)[O:5][C:6]1[O:10][C:9]([CH2:11][OH:12])=[CH:8][CH:7]=1. The catalyst class is: 7.